This data is from Experimentally validated miRNA-target interactions with 360,000+ pairs, plus equal number of negative samples. The task is: Binary Classification. Given a miRNA mature sequence and a target amino acid sequence, predict their likelihood of interaction. The miRNA is hsa-miR-664b-5p with sequence UGGGCUAAGGGAGAUGAUUGGGUA. The protein sequence of the target gene is MAAPGPLPAAALSPGAPTPRELMHGVAGVTSRAGRDREAGSVLPAGNRGARKASRRSSSRSMSRDNKFSKKDCLSIRNVVASIQTKEGLNLKLISGDVLYIWADVIVNSVPMNLQLGGGPLSRAFLQKAGPMLQKELDDRRRETEEKVGNIFMTSGCNLDCKAVLHAVAPYWNNGAETSWQIMANIIKKCLTTVEVLSFSSITFPMIGTGSLQFPKAVFAKLILSEVFEYSSSTRPITSPLQEVHFLVYTNDDEGCQAFLDEFTNWSRINPNKARIPMAGDTQGVVGTVSKPCFTAYEMK.... Result: 1 (interaction).